This data is from Forward reaction prediction with 1.9M reactions from USPTO patents (1976-2016). The task is: Predict the product of the given reaction. (1) Given the reactants [Br:1][C:2]1[CH:3]=[C:4]([CH:7]=[C:8]([OH:11])[C:9]=1[OH:10])[CH:5]=[O:6].[N+:12]([C:15]1[CH:22]=[CH:21][C:18]([CH2:19]Br)=[CH:17][CH:16]=1)([O-:14])=[O:13].C(=O)([O-])[O-].[Li+].[Li+], predict the reaction product. The product is: [Br:1][C:2]1[CH:3]=[C:4]([CH:7]=[C:8]([OH:11])[C:9]=1[O:10][CH2:19][C:18]1[CH:21]=[CH:22][C:15]([N+:12]([O-:14])=[O:13])=[CH:16][CH:17]=1)[CH:5]=[O:6]. (2) Given the reactants [N:1]1[C:10]2[C:5](=[CH:6][CH:7]=[C:8]([O:11][C:12]3[N:17]=[CH:16][N:15]=[C:14]([C:18]4[CH:23]=[CH:22][C:21]([C:24]([F:27])([F:26])[F:25])=[CH:20][C:19]=4OS(C(F)(F)F)(=O)=O)[CH:13]=3)[CH:9]=2)[CH:4]=[CH:3][CH:2]=1.[Li+].[Cl-].[C:38](C1C=C(C)C=C(C(C)(C)C)C=1O)(C)(C)[CH3:39], predict the reaction product. The product is: [F:26][C:24]([F:25])([F:27])[C:21]1[CH:22]=[CH:23][C:18]([C:14]2[N:15]=[CH:16][N:17]=[C:12]([O:11][C:8]3[CH:9]=[C:10]4[C:5]([CH:4]=[CH:3][CH:2]=[N:1]4)=[CH:6][CH:7]=3)[CH:13]=2)=[C:19]([CH:38]=[CH2:39])[CH:20]=1.